Dataset: Full USPTO retrosynthesis dataset with 1.9M reactions from patents (1976-2016). Task: Predict the reactants needed to synthesize the given product. (1) Given the product [C:1]([C:5]1[CH:10]=[C:9]([CH:11]([CH3:13])[CH3:12])[CH:8]=[CH:7][C:6]=1[N:14]1[CH2:19][CH2:18][N:17]([C:20](=[O:26])[C:21]([OH:23])=[O:22])[CH2:16][CH2:15]1)([CH3:3])([CH3:4])[CH3:2], predict the reactants needed to synthesize it. The reactants are: [C:1]([C:5]1[CH:10]=[C:9]([CH:11]([CH3:13])[CH3:12])[CH:8]=[CH:7][C:6]=1[N:14]1[CH2:19][CH2:18][N:17]([C:20](=[O:26])[C:21]([O:23]CC)=[O:22])[CH2:16][CH2:15]1)([CH3:4])([CH3:3])[CH3:2].[OH-].[Li+].Cl. (2) Given the product [Br:1][C:2]1[CH:3]=[CH:4][C:5]([CH2:6][C:7]([CH2:17][CH2:18][C:19]([F:22])([F:21])[F:20])([C:8]#[N:9])[C:10]#[N:11])=[CH:12][CH:13]=1, predict the reactants needed to synthesize it. The reactants are: [Br:1][C:2]1[CH:13]=[CH:12][C:5]([CH2:6][CH:7]([C:10]#[N:11])[C:8]#[N:9])=[CH:4][CH:3]=1.[H-].[Na+].Br[CH2:17][CH2:18][C:19]([F:22])([F:21])[F:20]. (3) Given the product [NH2:19][CH2:18][C@@H:17]([NH:16][C:14]1[S:15][C:11]([C:7]2[CH:6]=[C:5]3[C:10](=[CH:9][CH:8]=2)[CH:1]=[N:2][CH:3]=[CH:4]3)=[N:12][N:13]=1)[CH2:30][C:31]1[CH:32]=[CH:33][CH:34]=[CH:35][CH:36]=1, predict the reactants needed to synthesize it. The reactants are: [CH:1]1[C:10]2[C:5](=[CH:6][C:7]([C:11]3[S:15][C:14]([NH:16][C@@H:17]([CH2:30][C:31]4[CH:36]=[CH:35][CH:34]=[CH:33][CH:32]=4)[CH2:18][N:19]4C(=O)C5C=CC=CC=5C4=O)=[N:13][N:12]=3)=[CH:8][CH:9]=2)[CH:4]=[CH:3][N:2]=1.O=C1C2C=CC=CC=2C(=O)N1C[C@@H](NC(NNC(C1C=C2C(=CC=1)C=NC=C2)=O)=S)CC1C=CC=CC=1.CS(O)(=O)=O. (4) Given the product [NH:7]([CH2:13][C:12]([OH:15])=[O:14])[CH2:8][C:9]([OH:11])=[O:10], predict the reactants needed to synthesize it. The reactants are: NC(N)=O.C=O.[NH2:7][CH2:8][C:9]([OH:11])=[O:10].[C:12]([OH:15])(=[O:14])[CH3:13]. (5) The reactants are: Br[CH2:2][C:3]([C:5]1[C:28](=[O:29])[O:27][C:8]2=[N:9][C:10]([N:13]3[CH2:19][CH2:18][CH2:17][N:16]([C:20]([O:22][C:23]([CH3:26])([CH3:25])[CH3:24])=[O:21])[CH2:15][CH2:14]3)=[CH:11][CH:12]=[C:7]2[CH:6]=1)=O.[NH2:30][C:31]1[S:32][CH:33]=[CH:34][N:35]=1. Given the product [S:32]1[CH:33]=[CH:34][N:35]2[CH:2]=[C:3]([C:5]3[C:28](=[O:29])[O:27][C:8]4=[N:9][C:10]([N:13]5[CH2:19][CH2:18][CH2:17][N:16]([C:20]([O:22][C:23]([CH3:25])([CH3:26])[CH3:24])=[O:21])[CH2:15][CH2:14]5)=[CH:11][CH:12]=[C:7]4[CH:6]=3)[N:30]=[C:31]12, predict the reactants needed to synthesize it. (6) Given the product [CH3:9][C:8]1[C:5]([C:4]#[N:2])=[CH:6][N:31]=[C:29]([NH:28][CH2:27][CH2:26][CH2:25][CH:22]2[CH2:21][CH2:20][N:19]([CH3:18])[CH2:24][CH2:23]2)[N:30]=1, predict the reactants needed to synthesize it. The reactants are: C[N:2](/[CH:4]=[C:5](/[C:8](=O)[CH3:9])\[C:6]#N)C.C(O)C.CC(O)C.[CH3:18][N:19]1[CH2:24][CH2:23][CH:22]([CH2:25][CH2:26][CH2:27][NH:28][C:29]([NH2:31])=[NH:30])[CH2:21][CH2:20]1.C(=O)([O-])[O-].[K+].[K+]. (7) Given the product [Br:11][CH:8]1[C:9](=[O:10])[C:4]([N+:1]([O-:3])=[O:2])=[CH:5][N:6]=[CH:7]1, predict the reactants needed to synthesize it. The reactants are: [N+:1]([CH:4]1[C:9](=[O:10])[CH:8]=[CH:7][N:6]=[CH:5]1)([O-:3])=[O:2].[Br:11]Br.